This data is from Catalyst prediction with 721,799 reactions and 888 catalyst types from USPTO. The task is: Predict which catalyst facilitates the given reaction. (1) Reactant: C([O:3][C:4](=[O:42])[CH2:5][CH2:6][CH2:7][O:8][C:9]1[CH:14]=[CH:13][C:12]([N:15]2[CH:23]=[N:22][C:21]3[C:16]2=[N:17][C:18]([NH:24][C:25]2[CH:30]=[CH:29][C:28]([CH2:31][CH2:32][CH2:33][NH:34][C:35]([O:37][C:38]([CH3:41])([CH3:40])[CH3:39])=[O:36])=[CH:27][CH:26]=2)=[N:19][CH:20]=3)=[CH:11][CH:10]=1)C.O[Li].O. Product: [C:38]([O:37][C:35]([NH:34][CH2:33][CH2:32][CH2:31][C:28]1[CH:27]=[CH:26][C:25]([NH:24][C:18]2[N:17]=[C:16]3[C:21]([N:22]=[CH:23][N:15]3[C:12]3[CH:13]=[CH:14][C:9]([O:8][CH2:7][CH2:6][CH2:5][C:4]([OH:42])=[O:3])=[CH:10][CH:11]=3)=[CH:20][N:19]=2)=[CH:30][CH:29]=1)=[O:36])([CH3:41])([CH3:39])[CH3:40]. The catalyst class is: 20. (2) Reactant: [N:1]([C:4]1[CH:11]=[CH:10][C:7]([C:8]#[N:9])=[C:6]([C:12]([F:15])([F:14])[F:13])[CH:5]=1)=[C:2]=[O:3].[NH2:16][C:17]1([C:20]([OH:22])=[O:21])[CH2:19][CH2:18]1.[OH-].[Na+]. Product: [C:8]([C:7]1[CH:10]=[CH:11][C:4]([NH:1][C:2]([NH:16][C:17]2([C:20]([OH:22])=[O:21])[CH2:19][CH2:18]2)=[O:3])=[CH:5][C:6]=1[C:12]([F:13])([F:14])[F:15])#[N:9]. The catalyst class is: 883. (3) Reactant: [Br:1][C:2]1[C:10]2[C:9](Cl)=[N:8][CH:7]=[N:6][C:5]=2[S:4][C:3]=1[C:12]1[CH:17]=[CH:16][C:15]([F:18])=[CH:14][CH:13]=1.[OH:19][C@H:20]([CH2:26][C:27]1[CH:32]=[CH:31][CH:30]=[CH:29][C:28]=1[O:33][CH:34]1[CH2:39][CH2:38][CH2:37][CH2:36][O:35]1)[C:21]([O:23][CH2:24][CH3:25])=[O:22].C([O-])([O-])=O.[Cs+].[Cs+]. Product: [Br:1][C:2]1[C:10]2[C:9]([O:19][C@H:20]([CH2:26][C:27]3[CH:32]=[CH:31][CH:30]=[CH:29][C:28]=3[O:33][CH:34]3[CH2:39][CH2:38][CH2:37][CH2:36][O:35]3)[C:21]([O:23][CH2:24][CH3:25])=[O:22])=[N:8][CH:7]=[N:6][C:5]=2[S:4][C:3]=1[C:12]1[CH:17]=[CH:16][C:15]([F:18])=[CH:14][CH:13]=1. The catalyst class is: 107. (4) Reactant: [C:1]1([C:7]2[CH:8]=[C:9]3[C:13](=[C:14]([C:16]([NH2:18])=[O:17])[CH:15]=2)[NH:12][CH:11]=[C:10]3[CH:19]2[CH2:24][CH2:23][NH:22][CH2:21][CH2:20]2)[CH:6]=[CH:5][CH:4]=[CH:3][CH:2]=1.C(N(CC)CC)C.[O:32]=[C:33]1[C:41]2[C:36](=[CH:37][CH:38]=[CH:39][CH:40]=2)[C:35](=[O:42])[N:34]1[CH2:43][CH2:44][S:45](Cl)(=[O:47])=[O:46]. Product: [O:42]=[C:35]1[C:36]2[C:41](=[CH:40][CH:39]=[CH:38][CH:37]=2)[C:33](=[O:32])[N:34]1[CH2:43][CH2:44][S:45]([N:22]1[CH2:23][CH2:24][CH:19]([C:10]2[C:9]3[C:13](=[C:14]([C:16]([NH2:18])=[O:17])[CH:15]=[C:7]([C:1]4[CH:2]=[CH:3][CH:4]=[CH:5][CH:6]=4)[CH:8]=3)[NH:12][CH:11]=2)[CH2:20][CH2:21]1)(=[O:47])=[O:46]. The catalyst class is: 2. (5) Reactant: [CH3:1][C:2]1[CH:7]=[CH:6][C:5]([S:8]([O:11][CH2:12][C@@H:13]2[O:18][C:17]3[C:19]([CH:26]=O)=[C:20]([N+:23]([O-:25])=[O:24])[CH:21]=[CH:22][C:16]=3[O:15][CH2:14]2)(=[O:10])=[O:9])=[CH:4][CH:3]=1.C1(P(C2C=CC=CC=2)(C2C=CC=CC=2)=[CH:35][C:36](=[O:38])[CH3:37])C=CC=CC=1. Product: [CH3:1][C:2]1[CH:7]=[CH:6][C:5]([S:8]([O:11][CH2:12][CH:13]2[O:18][C:17]3[C:19](/[CH:26]=[CH:35]/[C:36](=[O:38])[CH3:37])=[C:20]([N+:23]([O-:25])=[O:24])[CH:21]=[CH:22][C:16]=3[O:15][CH2:14]2)(=[O:9])=[O:10])=[CH:4][CH:3]=1. The catalyst class is: 11. (6) Reactant: [CH2:1]([N:3]([CH2:30][CH3:31])[C:4]1[N:9]=[C:8]([NH:10][CH:11]([CH2:19][C:20]2[CH:25]=[CH:24][C:23]([OH:26])=[CH:22][CH:21]=2)[C:12]([O:14][C:15]([CH3:18])([CH3:17])[CH3:16])=[O:13])[C:7]([N+:27]([O-:29])=[O:28])=[CH:6][N:5]=1)[CH3:2].C(N(CC)CC)C.[CH3:39][N:40]([CH3:44])[C:41](Cl)=[O:42]. Product: [CH2:30]([N:3]([CH2:1][CH3:2])[C:4]1[N:9]=[C:8]([NH:10][CH:11]([CH2:19][C:20]2[CH:21]=[CH:22][C:23]([O:26][C:41](=[O:42])[N:40]([CH3:44])[CH3:39])=[CH:24][CH:25]=2)[C:12]([O:14][C:15]([CH3:18])([CH3:17])[CH3:16])=[O:13])[C:7]([N+:27]([O-:29])=[O:28])=[CH:6][N:5]=1)[CH3:31]. The catalyst class is: 64. (7) Product: [F:16][C:11]1[CH:10]=[C:9]([CH:14]=[CH:13][C:12]=1[CH3:15])[CH2:8][N:23]1[C:22]2[CH:24]=[C:25]([C:27]3[CH:32]=[CH:31][CH:30]=[CH:29][CH:28]=3)[S:26][C:21]=2[C:20](=[O:33])[N:19]([CH:34]2[CH2:39][CH2:38][N:37]([C:40]([O:42][C:43]([CH3:45])([CH3:44])[CH3:46])=[O:41])[CH2:36][CH2:35]2)[C:18]1=[O:17]. Reactant: C(=O)([O-])[O-].[K+].[K+].Br[CH2:8][C:9]1[CH:14]=[CH:13][C:12]([CH3:15])=[C:11]([F:16])[CH:10]=1.[O:17]=[C:18]1[NH:23][C:22]2[CH:24]=[C:25]([C:27]3[CH:32]=[CH:31][CH:30]=[CH:29][CH:28]=3)[S:26][C:21]=2[C:20](=[O:33])[N:19]1[CH:34]1[CH2:39][CH2:38][N:37]([C:40]([O:42][C:43]([CH3:46])([CH3:45])[CH3:44])=[O:41])[CH2:36][CH2:35]1. The catalyst class is: 3. (8) Reactant: [C:1]([O:5][C:6]([NH:8][CH2:9][CH2:10][CH2:11][O:12][CH2:13][CH2:14][CH2:15][CH2:16][CH2:17][O:18][C:19]1[CH:27]=[CH:26][C:22]([C:23]([OH:25])=O)=[CH:21][CH:20]=1)=[O:7])([CH3:4])([CH3:3])[CH3:2].[Cl:28][C:29]1[CH:36]=[C:35]([O:37][C@H:38]2[C:41]([CH3:43])([CH3:42])[C@H:40]([NH2:44])[C:39]2([CH3:46])[CH3:45])[CH:34]=[CH:33][C:30]=1[C:31]#[N:32].CCN(C(C)C)C(C)C.CN(C(ON1N=NC2C=CC=CC1=2)=[N+](C)C)C.[B-](F)(F)(F)F. Product: [Cl:28][C:29]1[CH:36]=[C:35]([CH:34]=[CH:33][C:30]=1[C:31]#[N:32])[O:37][C@H:38]1[C:41]([CH3:43])([CH3:42])[C@H:40]([NH:44][C:23]([C:22]2[CH:21]=[CH:20][C:19]([O:18][CH2:17][CH2:16][CH2:15][CH2:14][CH2:13][O:12][CH2:11][CH2:10][CH2:9][NH:8][C:6](=[O:7])[O:5][C:1]([CH3:2])([CH3:3])[CH3:4])=[CH:27][CH:26]=2)=[O:25])[C:39]1([CH3:45])[CH3:46]. The catalyst class is: 31. (9) Reactant: [C:1](N1C=CN=C1)(N1C=CN=C1)=[O:2].[CH:13]1([NH:16][C:17]2[C:18]([NH2:25])=[CH:19][C:20]([F:24])=[C:21]([F:23])[CH:22]=2)[CH2:15][CH2:14]1. Product: [CH:13]1([N:16]2[C:17]3[CH:22]=[C:21]([F:23])[C:20]([F:24])=[CH:19][C:18]=3[NH:25][C:1]2=[O:2])[CH2:15][CH2:14]1. The catalyst class is: 56.